Dataset: Forward reaction prediction with 1.9M reactions from USPTO patents (1976-2016). Task: Predict the product of the given reaction. (1) Given the reactants [CH2:1]([C:3]([CH2:8][OH:9])([CH2:6][OH:7])[CH2:4][CH3:5])[OH:2].[SH:10][CH:11]([CH3:16])[CH2:12][C:13]([OH:15])=[O:14].O.C1(C)C=CC(S(O)(=O)=O)=CC=1.C(=O)([O-])O.[Na+], predict the reaction product. The product is: [SH:10][CH:11]([CH3:16])[CH2:12][C:13]([OH:15])=[O:14].[SH:10][CH:11]([CH3:16])[CH2:12][C:13]([OH:15])=[O:14].[SH:10][CH:11]([CH3:16])[CH2:12][C:13]([OH:15])=[O:14].[CH2:1]([C:3]([CH2:8][OH:9])([CH2:6][OH:7])[CH2:4][CH3:5])[OH:2]. (2) Given the reactants [CH3:1][CH:2]([CH3:20])[CH:3]([NH:7][S:8]([C:11]1[C:16]([CH3:17])=[CH:15][C:14]([CH3:18])=[CH:13][C:12]=1[CH3:19])(=[O:10])=[O:9])[C:4]([OH:6])=O.S(Cl)(Cl)=O.[CH2:25]([NH:27][C:28]1[CH:33]=[CH:32][CH:31]=[CH:30][CH:29]=1)[CH3:26], predict the reaction product. The product is: [CH2:25]([N:27]([C:28]1[CH:33]=[CH:32][CH:31]=[CH:30][CH:29]=1)[C:4](=[O:6])[CH:3]([NH:7][S:8]([C:11]1[C:16]([CH3:17])=[CH:15][C:14]([CH3:18])=[CH:13][C:12]=1[CH3:19])(=[O:10])=[O:9])[CH:2]([CH3:1])[CH3:20])[CH3:26]. (3) Given the reactants [I:1]N1C(=O)CCC1=O.[Br:9][C:10]1[CH:16]=[CH:15][C:13]([NH2:14])=[CH:12][C:11]=1[F:17], predict the reaction product. The product is: [Br:9][C:10]1[C:11]([F:17])=[CH:12][C:13]([NH2:14])=[C:15]([I:1])[CH:16]=1. (4) Given the reactants [NH2:1][C:2]1[C:10]([CH3:11])=[C:9]([O:12][CH3:13])[CH:8]=[CH:7][C:3]=1[C:4]([NH2:6])=[O:5].C(N)(=O)C1C=CC=CC=1.[F:23][C:24]1[CH:25]=[C:26]([CH:30]=[CH:31][CH:32]=1)[C:27](Cl)=O, predict the reaction product. The product is: [F:23][C:24]1[CH:25]=[C:26]([C:27]2[N:6]=[C:4]([OH:5])[C:3]3[C:2](=[C:10]([CH3:11])[C:9]([O:12][CH3:13])=[CH:8][CH:7]=3)[N:1]=2)[CH:30]=[CH:31][CH:32]=1. (5) Given the reactants S(O)(O)(=O)=O.[NH2:6][C:7](=[NH:14])[NH:8][CH2:9][CH2:10][CH2:11][CH2:12][NH2:13].C(N)(N)=NN.C(CNC(N)=N)CCNC(N)=N.OS(O)(=O)=O.[N+](C1C=CC=C2C=1NN=C2)([O-])=O, predict the reaction product. The product is: [NH2:14][C:7](=[NH:6])[NH:8][CH2:9][CH2:10][CH2:11][CH2:12][NH2:13].